The task is: Predict the reactants needed to synthesize the given product.. This data is from Full USPTO retrosynthesis dataset with 1.9M reactions from patents (1976-2016). Given the product [NH:28]([C:64]([O:66][C:67]([CH3:70])([CH3:69])[CH3:68])=[O:65])[C@H:29]([C:45]([NH:47][C@H:48]([C:61]([NH:1][C@H:2]([C:13]([NH:15][CH2:16][CH2:17][CH2:18][CH2:19][NH:20][C:21]([O:23][C:24]([CH3:27])([CH3:26])[CH3:25])=[O:22])=[O:14])[CH2:3][C:4]1[C:12]2[C:7](=[CH:8][CH:9]=[CH:10][CH:11]=2)[NH:6][CH:5]=1)=[O:62])[CH2:49][CH2:50][CH2:51][CH2:52][NH:53][C:54]([O:56][C:57]([CH3:60])([CH3:59])[CH3:58])=[O:55])=[O:46])[CH2:30][C:31]1[CH:36]=[CH:35][C:34]([O:37][CH2:38][C:39]2[CH:44]=[CH:43][CH:42]=[CH:41][CH:40]=2)=[CH:33][CH:32]=1, predict the reactants needed to synthesize it. The reactants are: [NH2:1][C@H:2]([C:13]([NH:15][CH2:16][CH2:17][CH2:18][CH2:19][NH:20][C:21]([O:23][C:24]([CH3:27])([CH3:26])[CH3:25])=[O:22])=[O:14])[CH2:3][C:4]1[C:12]2[C:7](=[CH:8][CH:9]=[CH:10][CH:11]=2)[NH:6][CH:5]=1.[NH:28]([C:64]([O:66][C:67]([CH3:70])([CH3:69])[CH3:68])=[O:65])[C@H:29]([C:45]([NH:47][C@H:48]([C:61](O)=[O:62])[CH2:49][CH2:50][CH2:51][CH2:52][NH:53][C:54]([O:56][C:57]([CH3:60])([CH3:59])[CH3:58])=[O:55])=[O:46])[CH2:30][C:31]1[CH:36]=[CH:35][C:34]([O:37][CH2:38][C:39]2[CH:44]=[CH:43][CH:42]=[CH:41][CH:40]=2)=[CH:33][CH:32]=1.C(Cl)CCl.C1C=CC2N(O)N=NC=2C=1.